This data is from Catalyst prediction with 721,799 reactions and 888 catalyst types from USPTO. The task is: Predict which catalyst facilitates the given reaction. (1) Reactant: [C:1]1([S:7]([N:10]2[CH2:14][CH:13]([C:15]3[CH:20]=[CH:19][C:18](Br)=[CH:17][CH:16]=3)[N:12]([C:22]3[CH:27]=[CH:26][CH:25]=[CH:24][CH:23]=3)[C:11]2=[O:28])(=[O:9])=[O:8])[CH:6]=[CH:5][CH:4]=[CH:3][CH:2]=1.[CH3:29][C:30]1[CH:35]=[CH:34][C:33]([CH3:36])=[CH:32][C:31]=1B(O)O.C(=O)([O-])[O-].[Na+].[Na+]. Product: [C:1]1([S:7]([N:10]2[CH2:14][CH:13]([C:15]3[CH:20]=[CH:19][C:18]([C:31]4[CH:32]=[C:33]([CH3:36])[CH:34]=[CH:35][C:30]=4[CH3:29])=[CH:17][CH:16]=3)[N:12]([C:22]3[CH:27]=[CH:26][CH:25]=[CH:24][CH:23]=3)[C:11]2=[O:28])(=[O:9])=[O:8])[CH:6]=[CH:5][CH:4]=[CH:3][CH:2]=1. The catalyst class is: 38. (2) Reactant: [NH:1]1[C:9]2[C:4](=[CH:5][CH:6]=[CH:7][CH:8]=2)[CH:3]=[CH:2]1.[C:10](OCC)(=O)[C:11](OCC)=O.CC(C)([O-])C.[K+]. Product: [CH2:10]([N:1]1[C:9]2[C:4](=[CH:5][CH:6]=[CH:7][CH:8]=2)[CH:3]=[CH:2]1)[CH3:11]. The catalyst class is: 18. (3) Reactant: C([Li])CCC.Br[C:7]1[CH:8]=[N:9][N:10]([CH:12]([CH3:14])[CH3:13])[CH:11]=1.[Cl-].[CH2:16]([SnH:20]([CH2:25][CH2:26][CH2:27][CH3:28])[CH2:21][CH2:22][CH2:23][CH3:24])[CH2:17][CH2:18][CH3:19]. Product: [CH:12]([N:10]1[CH:11]=[C:7]([Sn:20]([CH2:21][CH2:22][CH2:23][CH3:24])([CH2:25][CH2:26][CH2:27][CH3:28])[CH2:16][CH2:17][CH2:18][CH3:19])[CH:8]=[N:9]1)([CH3:14])[CH3:13]. The catalyst class is: 27.